This data is from Forward reaction prediction with 1.9M reactions from USPTO patents (1976-2016). The task is: Predict the product of the given reaction. (1) Given the reactants [CH3:1][O:2][CH2:3][CH2:4][NH2:5].F[C:7]1[CH:12]=[CH:11][C:10]([C:13]2[CH:18]=[CH:17][CH:16]=[CH:15][CH:14]=2)=[CH:9][C:8]=1[N+:19]([O-:21])=[O:20], predict the reaction product. The product is: [CH3:1][O:2][CH2:3][CH2:4][NH:5][C:7]1[CH:12]=[CH:11][C:10]([C:13]2[CH:18]=[CH:17][CH:16]=[CH:15][CH:14]=2)=[CH:9][C:8]=1[N+:19]([O-:21])=[O:20]. (2) The product is: [OH:9][C:3]1[C:4]([CH3:8])=[CH:5][C:6]([C:10]2([C:6]3[CH:5]=[C:4]([CH3:8])[C:3]([OH:9])=[C:2]([CH3:1])[CH:7]=3)[C:11]3[C:12](=[CH:16][CH:17]=[CH:18][CH:19]=3)[C:13](=[O:14])[O:15]2)=[CH:7][C:2]=1[CH3:1]. Given the reactants [CH3:1][C:2]1[CH:7]=[CH:6][CH:5]=[C:4]([CH3:8])[C:3]=1[OH:9].[C:10]1(=O)[O:15][C:13](=[O:14])[C:12]2=[CH:16][CH:17]=[CH:18][CH:19]=[C:11]12, predict the reaction product. (3) Given the reactants [CH3:1][CH:2]([CH3:18])[CH2:3][C:4]([C:6]1[S:7][CH:8]=[C:9]([C:11]2[CH:16]=[C:15]([CH3:17])[CH:14]=[CH:13][CH:12]=2)[CH:10]=1)=[O:5].[CH2:19]1N2CN3CN(C2)CN1C3.C(OC(=O)C)(=O)C, predict the reaction product. The product is: [CH:2]([C:3](=[CH2:19])[C:4]([C:6]1[S:7][CH:8]=[C:9]([C:11]2[CH:16]=[C:15]([CH3:17])[CH:14]=[CH:13][CH:12]=2)[CH:10]=1)=[O:5])([CH3:18])[CH3:1].